This data is from Catalyst prediction with 721,799 reactions and 888 catalyst types from USPTO. The task is: Predict which catalyst facilitates the given reaction. (1) Reactant: Cl[C:2]1[N:3]=[C:4]([N:13]2[CH2:18][CH2:17][O:16][CH2:15][CH2:14]2)[C:5]2[S:10][C:9]([CH2:11][NH2:12])=[CH:8][C:6]=2[N:7]=1.[C:19]([OH:29])(=O)[C:20]1[CH:25]=[CH:24][C:23]([O:26][CH3:27])=[CH:22][CH:21]=1.CN(C(ON1N=N[C:40]2[CH:41]=CC=N[C:39]1=2)=[N+](C)C)C.F[P-](F)(F)(F)(F)F.CC[N:56]([CH:60]([CH3:62])[CH3:61])C(C)C.NO.O.[CH3:66][N:67](C=O)C. Product: [NH:56]1[C:60]2[C:61](=[C:39]([C:2]3[N:3]=[C:4]([N:13]4[CH2:18][CH2:17][O:16][CH2:15][CH2:14]4)[C:5]4[S:10][C:9]([CH2:11][NH:12][C:19](=[O:29])[C:20]5[CH:21]=[CH:22][C:23]([O:26][CH3:27])=[CH:24][CH:25]=5)=[CH:8][C:6]=4[N:7]=3)[CH:40]=[CH:41][CH:62]=2)[CH:66]=[N:67]1. The catalyst class is: 250. (2) Reactant: [CH3:1][O:2][C:3]1[CH:4]=[C:5]([NH:11][C:12]2[C:13]3[N:39]=[CH:38][S:37][C:14]=3[N:15]=[C:16]([N:18]3[CH2:22][CH2:21][CH:20]([NH:23][C:24]([C:26]4[CH:34]=[CH:33][C:29]([C:30]([O-:32])=[O:31])=[C:28]([O:35][CH3:36])[CH:27]=4)=[O:25])[CH2:19]3)[N:17]=2)[CH:6]=[CH:7][C:8]=1[O:9][CH3:10].[OH-].[Na+]. Product: [CH3:1][O:2][C:3]1[CH:4]=[C:5]([NH:11][C:12]2[C:13]3[N:39]=[CH:38][S:37][C:14]=3[N:15]=[C:16]([N:18]3[CH2:22][CH2:21][CH:20]([NH:23][C:24]([C:26]4[CH:34]=[CH:33][C:29]([C:30]([OH:32])=[O:31])=[C:28]([O:35][CH3:36])[CH:27]=4)=[O:25])[CH2:19]3)[N:17]=2)[CH:6]=[CH:7][C:8]=1[O:9][CH3:10]. The catalyst class is: 36. (3) Reactant: [F:1][C:2]1[CH:7]=[CH:6][C:5]([C:8]2([OH:27])[CH2:15][CH:14]3[CH:10]([CH2:11][CH:12]([NH:16][CH2:17][C:18]([N:20]4[CH2:24][CH2:23][S:22][CH:21]4[C:25]#[N:26])=[O:19])[CH2:13]3)[CH2:9]2)=[CH:4][CH:3]=1.[ClH:28]. Product: [ClH:28].[F:1][C:2]1[CH:7]=[CH:6][C:5]([C:8]2([OH:27])[CH2:9][CH:10]3[CH:14]([CH2:13][CH:12]([NH:16][CH2:17][C:18]([N:20]4[CH2:24][CH2:23][S:22][CH:21]4[C:25]#[N:26])=[O:19])[CH2:11]3)[CH2:15]2)=[CH:4][CH:3]=1. The catalyst class is: 28. (4) Reactant: [NH2:1][CH2:2][C:3]#[C:4][CH2:5][NH:6][C:7](=[O:27])[CH2:8][CH2:9][CH2:10][CH2:11][CH:12]([C:20]1[CH:25]=[CH:24][C:23]([F:26])=[CH:22][CH:21]=1)[C:13]1[CH:18]=[CH:17][C:16]([F:19])=[CH:15][CH:14]=1.[Cl:28][C:29]1[CH:37]=[CH:36][C:32]([C:33](O)=[O:34])=[CH:31][CH:30]=1.C(Cl)CCl. Product: [F:19][C:16]1[CH:17]=[CH:18][C:13]([CH:12]([C:20]2[CH:25]=[CH:24][C:23]([F:26])=[CH:22][CH:21]=2)[CH2:11][CH2:10][CH2:9][CH2:8][C:7]([NH:6][CH2:5][C:4]#[C:3][CH2:2][NH:1][C:33](=[O:34])[C:32]2[CH:36]=[CH:37][C:29]([Cl:28])=[CH:30][CH:31]=2)=[O:27])=[CH:14][CH:15]=1. The catalyst class is: 64. (5) Reactant: [C:1]([O:5][C:6]([N:8]([CH3:22])[C@H:9]1[CH2:14][CH2:13][C@H:12]([CH2:15][CH2:16][CH2:17][CH2:18][C:19]([OH:21])=O)[CH2:11][CH2:10]1)=[O:7])([CH3:4])([CH3:3])[CH3:2].[CH2:23]([NH:25][CH2:26][CH3:27])[CH3:24].CN1CCOCC1.CCN=C=NCCCN(C)C.C1C=CC2N(O)N=NC=2C=1. Product: [C:1]([O:5][C:6](=[O:7])[N:8]([C@H:9]1[CH2:10][CH2:11][C@H:12]([CH2:15][CH2:16][CH2:17][CH2:18][C:19](=[O:21])[N:25]([CH2:26][CH3:27])[CH2:23][CH3:24])[CH2:13][CH2:14]1)[CH3:22])([CH3:2])([CH3:3])[CH3:4]. The catalyst class is: 2. (6) Reactant: Cl.[S:2]1[C:10]2[CH:5]([CH2:6][N:7]=[CH:8][CH:9]=2)[CH2:4][CH2:3]1.[C:11]([O-])([O-])=O.[K+].[K+].C(O[CH2:20][CH3:21])C. Product: [CH2:11]([N:7]1[CH2:8][CH2:9][C:10]2[S:2][CH:3]=[CH:4][C:5]=2[CH2:6]1)[C:20]#[CH:21]. The catalyst class is: 3. (7) Reactant: [Cl:1][C:2]1[CH:7]=[CH:6][CH:5]=[CH:4][C:3]=1[C:8](=O)[C:9]([C:14]1[CH:19]=[CH:18][C:17]([Cl:20])=[CH:16][CH:15]=1)=[CH:10]N(C)C.CO.[C:24]([CH2:26][C:27]([NH2:29])=[O:28])#[N:25].[H-].[Na+]. Product: [Cl:1][C:2]1[CH:7]=[CH:6][CH:5]=[CH:4][C:3]=1[C:8]1[NH:29][C:27](=[O:28])[C:26]([C:24]#[N:25])=[CH:10][C:9]=1[C:14]1[CH:15]=[CH:16][C:17]([Cl:20])=[CH:18][CH:19]=1. The catalyst class is: 3.